From a dataset of Forward reaction prediction with 1.9M reactions from USPTO patents (1976-2016). Predict the product of the given reaction. The product is: [CH3:38][O:37][C:34]1[N:33]=[CH:32][C:31]2[N:30]=[CH:29][N:28]([C:26]3[S:25][C:24]([C:39]([O:41][CH3:42])=[O:40])=[C:23]([O:22][CH2:50][C:51]4[CH:56]=[CH:55][CH:54]=[CH:53][C:52]=4[C:57]([F:58])([F:59])[F:60])[CH:27]=3)[C:36]=2[CH:35]=1. Given the reactants OC1C=C(N2C3C=NC(OC)=CC=3N=C2)SC=1C(OC)=O.[OH:22][C:23]1[CH:27]=[C:26]([N:28]2[C:36]3[CH:35]=[C:34]([O:37][CH3:38])[N:33]=[CH:32][C:31]=3[N:30]=[CH:29]2)[S:25][C:24]=1[C:39]([O:41][CH3:42])=[O:40].C([O-])([O-])=O.[K+].[K+].Br[CH2:50][C:51]1[CH:56]=[CH:55][CH:54]=[CH:53][C:52]=1[C:57]([F:60])([F:59])[F:58], predict the reaction product.